The task is: Predict the product of the given reaction.. This data is from Forward reaction prediction with 1.9M reactions from USPTO patents (1976-2016). (1) Given the reactants [CH2:1]([SH:8])[C:2]1[CH:7]=[CH:6][CH:5]=[CH:4][CH:3]=1.C[O-].[Na+].Br[C:13]1[CH:20]=[N:19][CH:18]=[CH:17][C:14]=1[C:15]#[N:16], predict the reaction product. The product is: [C:2]1([C:1]2[S:8][C:17]3=[CH:18][N:19]=[CH:20][CH:13]=[C:14]3[C:15]=2[NH2:16])[CH:7]=[CH:6][CH:5]=[CH:4][CH:3]=1. (2) Given the reactants F[C:2]1[CH:3]=[CH:4][C:5]([S:19]([CH3:22])(=[O:21])=[O:20])=[C:6]([NH:8][C:9]2[C:18]3[C:13](=[CH:14][CH:15]=[CH:16][CH:17]=3)[CH:12]=[CH:11][CH:10]=2)[CH:7]=1.[NH:23]1[CH2:28][CH2:27][NH:26][CH2:25][CH2:24]1.C(N(CC)C(C)C)(C)C, predict the reaction product. The product is: [CH3:22][S:19]([C:5]1[CH:4]=[CH:3][C:2]([N:23]2[CH2:28][CH2:27][NH:26][CH2:25][CH2:24]2)=[CH:7][C:6]=1[NH:8][C:9]1[C:18]2[C:13](=[CH:14][CH:15]=[CH:16][CH:17]=2)[CH:12]=[CH:11][CH:10]=1)(=[O:21])=[O:20]. (3) The product is: [Br:1][C:2]1[CH:27]=[CH:26][C:5]([O:6][C:7]2[CH:12]=[CH:11][CH:10]=[CH:9][C:8]=2[NH:13][S:14]([C:17]2[CH:18]=[CH:19][C:20]([C:21]([NH:43][CH2:42][CH2:41][N:38]3[CH2:37][CH2:36][N:35]([C:30]4[N:29]=[CH:34][CH:33]=[CH:32][N:31]=4)[CH2:40][CH2:39]3)=[O:23])=[CH:24][CH:25]=2)(=[O:15])=[O:16])=[C:4]([Cl:28])[CH:3]=1. Given the reactants [Br:1][C:2]1[CH:27]=[CH:26][C:5]([O:6][C:7]2[CH:12]=[CH:11][CH:10]=[CH:9][C:8]=2[NH:13][S:14]([C:17]2[CH:25]=[CH:24][C:20]([C:21]([OH:23])=O)=[CH:19][CH:18]=2)(=[O:16])=[O:15])=[C:4]([Cl:28])[CH:3]=1.[N:29]1[CH:34]=[CH:33][CH:32]=[N:31][C:30]=1[N:35]1[CH2:40][CH2:39][N:38]([CH2:41][CH2:42][NH2:43])[CH2:37][CH2:36]1, predict the reaction product. (4) The product is: [CH2:1]([O:3][C:4](=[O:31])[C:5]([O:8][C:9]1[CH:14]=[CH:13][C:12]([O:15][CH2:16][CH2:17][C:18]2[N:19]=[C:20]([C:24]3[CH:29]=[CH:28][C:27]([C:37]4[C:33]([CH3:32])=[N:34][O:35][C:36]=4[CH3:41])=[CH:26][CH:25]=3)[O:21][C:22]=2[CH3:23])=[CH:11][CH:10]=1)([CH3:7])[CH3:6])[CH3:2]. Given the reactants [CH2:1]([O:3][C:4](=[O:31])[C:5]([O:8][C:9]1[CH:14]=[CH:13][C:12]([O:15][CH2:16][CH2:17][C:18]2[N:19]=[C:20]([C:24]3[CH:29]=[CH:28][C:27](Br)=[CH:26][CH:25]=3)[O:21][C:22]=2[CH3:23])=[CH:11][CH:10]=1)([CH3:7])[CH3:6])[CH3:2].[CH3:32][C:33]1[C:37](B(O)O)=[C:36]([CH3:41])[O:35][N:34]=1.C(O)C.C([O-])([O-])=O.[Na+].[Na+], predict the reaction product. (5) Given the reactants [C:1]1([CH3:26])[CH:6]=[C:5]([CH3:7])[CH:4]=[C:3]([CH3:8])[C:2]=1[NH:9][C:10]1[S:11][C:12]2[C:18]([C:19]([O:21]C)=[O:20])=[CH:17][C:16]([N+:23]([O-:25])=[O:24])=[CH:15][C:13]=2[N:14]=1.[OH-].[Na+], predict the reaction product. The product is: [C:1]1([CH3:26])[CH:6]=[C:5]([CH3:7])[CH:4]=[C:3]([CH3:8])[C:2]=1[NH:9][C:10]1[S:11][C:12]2[C:18]([C:19]([OH:21])=[O:20])=[CH:17][C:16]([N+:23]([O-:25])=[O:24])=[CH:15][C:13]=2[N:14]=1. (6) Given the reactants [F:1][C:2]1([F:28])[CH2:27][C:6]2[S:7][C:8]([NH:16][C:17]([C:19]3[CH2:23][CH2:22][CH2:21][C:20]=3[C:24]([OH:26])=[O:25])=[O:18])=[C:9]([C:10]3[S:11][CH:12]=[C:13]([CH3:15])[N:14]=3)[C:5]=2[CH2:4][CH2:3]1.[C:29]12C(=O)OC(=O)C=1CCCC2, predict the reaction product. The product is: [F:28][C:2]1([F:1])[CH2:27][C:6]2[S:7][C:8]([NH:16][C:17]([C:19]3[CH2:29][CH2:23][CH2:22][CH2:21][C:20]=3[C:24]([OH:26])=[O:25])=[O:18])=[C:9]([C:10]3[S:11][CH:12]=[C:13]([CH3:15])[N:14]=3)[C:5]=2[CH2:4][CH2:3]1.